Predict the product of the given reaction. From a dataset of Forward reaction prediction with 1.9M reactions from USPTO patents (1976-2016). (1) Given the reactants [Si]([O:8][CH2:9][C:10]1[O:14][CH:13]=[C:12]([C:15](=[N:17][OH:18])[NH2:16])[CH:11]=1)(C(C)(C)C)(C)C.[C:19]1([C:25]2[CH:26]=[C:27]([C:34](Cl)=O)[S:28][C:29]=2[C:30]([F:33])([F:32])[F:31])[CH:24]=[CH:23][CH:22]=[CH:21][CH:20]=1.C(N(CC)C(C)C)(C)C.C(=O)([O-])O.[Na+].[F-].C([N+](CCCC)(CCCC)CCCC)CCC, predict the reaction product. The product is: [C:19]1([C:25]2[CH:26]=[C:27]([C:34]3[O:18][N:17]=[C:15]([C:12]4[CH:11]=[C:10]([CH2:9][OH:8])[O:14][CH:13]=4)[N:16]=3)[S:28][C:29]=2[C:30]([F:33])([F:31])[F:32])[CH:20]=[CH:21][CH:22]=[CH:23][CH:24]=1. (2) Given the reactants [C:1]([CH:8]([C:12]1[CH:17]=[CH:16][C:15]([CH2:18][NH2:19])=[CH:14][CH:13]=1)C(O)=O)([O:3]C(C)(C)C)=[O:2], predict the reaction product. The product is: [NH2:19][CH2:18][C:15]1[CH:16]=[CH:17][C:12]([CH2:8][C:1]([OH:3])=[O:2])=[CH:13][CH:14]=1. (3) Given the reactants [CH2:1]([O:3][C:4]([C:6]1[N:7]([C:28]2[CH:33]=[CH:32][C:31]([O:34][CH:35]([CH3:37])[CH3:36])=[CH:30][CH:29]=2)[C:8]2[C:13]([C:14]=1[C:15]([F:18])([F:17])[F:16])=[CH:12][C:11](B1OC(C)(C)C(C)(C)O1)=[CH:10][CH:9]=2)=[O:5])[CH3:2].Br[C:39]1[CH:44]=[CH:43][C:42]([C:45]([F:48])([F:47])[F:46])=[CH:41][N:40]=1, predict the reaction product. The product is: [CH2:1]([O:3][C:4]([C:6]1[N:7]([C:28]2[CH:33]=[CH:32][C:31]([O:34][CH:35]([CH3:36])[CH3:37])=[CH:30][CH:29]=2)[C:8]2[C:13]([C:14]=1[C:15]([F:17])([F:16])[F:18])=[CH:12][C:11]([C:39]1[CH:44]=[CH:43][C:42]([C:45]([F:48])([F:47])[F:46])=[CH:41][N:40]=1)=[CH:10][CH:9]=2)=[O:5])[CH3:2]. (4) Given the reactants [F:1][C:2]1[CH:3]=[C:4]([C@@H:14]([NH:16][C:17](=[O:23])[O:18][C:19]([CH3:22])([CH3:21])[CH3:20])[CH3:15])[CH:5]=[CH:6][C:7]=1[C:8](=[O:13])N(OC)C.[H-].[H-].[H-].[H-].[Li+].[Al+3].CCOC(C)=O.CCCCCCC, predict the reaction product. The product is: [F:1][C:2]1[CH:3]=[C:4]([C@@H:14]([NH:16][C:17](=[O:23])[O:18][C:19]([CH3:22])([CH3:21])[CH3:20])[CH3:15])[CH:5]=[CH:6][C:7]=1[CH:8]=[O:13]. (5) Given the reactants [CH2:1]1[C:9]2[C:4](=[CH:5][CH:6]=[CH:7][CH:8]=2)[CH:3]=[CH:2]1.P([O-])([O-])([O-])=[O:11].OO.S([O-])([O-])(=O)=S.[Na+].[Na+], predict the reaction product. The product is: [C@@H:1]12[O:11][C@@H:2]1[CH2:3][C:4]1[C:9]2=[CH:8][CH:7]=[CH:6][CH:5]=1. (6) Given the reactants C([O:5][C@@H:6]([C@@H:8]1[CH2:12][O:11][C:10]([NH:13][C:14]2[CH:15]=[C:16]3[C:21](=[CH:22][CH:23]=2)[N:20]=[CH:19][N:18]=[C:17]3[NH:24][C:25]2[CH:30]=[CH:29][C:28]([O:31][CH2:32][C:33]3[S:34][CH:35]=[CH:36][N:37]=3)=[C:27]([Cl:38])[CH:26]=2)=[N:9]1)[CH3:7])(C)(C)C.C(O)(C(F)(F)F)=O, predict the reaction product. The product is: [Cl:38][C:27]1[CH:26]=[C:25]([NH:24][C:17]2[C:16]3[C:21](=[CH:22][CH:23]=[C:14]([NH:13][C:10]4[O:11][CH2:12][C@@H:8]([C@H:6]([OH:5])[CH3:7])[N:9]=4)[CH:15]=3)[N:20]=[CH:19][N:18]=2)[CH:30]=[CH:29][C:28]=1[O:31][CH2:32][C:33]1[S:34][CH:35]=[CH:36][N:37]=1. (7) The product is: [Cl:1][C:2]1[C:7]([Cl:8])=[N+:6]([O-:9])[C:5]([C:10]([O:12][CH3:14])=[O:11])=[CH:4][CH:3]=1. Given the reactants [Cl:1][C:2]1[C:7]([Cl:8])=[N+:6]([O-:9])[C:5]([C:10]([OH:12])=[O:11])=[CH:4][CH:3]=1.Cl.[CH3:14]O, predict the reaction product.